From a dataset of Full USPTO retrosynthesis dataset with 1.9M reactions from patents (1976-2016). Predict the reactants needed to synthesize the given product. (1) Given the product [OH:13][CH2:12][C:9]1[CH:10]=[N:11][C:5]2[N:4]3[CH2:16][CH2:17][O:18][CH2:19][CH:3]3[C:2](=[O:1])[NH:7][C:6]=2[CH:8]=1, predict the reactants needed to synthesize it. The reactants are: [O:1]=[C:2]1[NH:7][C:6]2[CH:8]=[C:9]([C:12](OC)=[O:13])[CH:10]=[N:11][C:5]=2[N:4]2[CH2:16][CH2:17][O:18][CH2:19][CH:3]12.[H-].[Na+].[H-].[Al+3].[Li+].[H-].[H-].[H-].CO. (2) Given the product [Cl:1][C:2]1[CH:29]=[CH:28][C:5]([CH2:6][NH:7][C:8]([C:10]2[C:11](=[O:27])[C:12]3[C:13]4[N:14]([CH:26]=2)[CH2:15][C:16](=[O:25])[N:17]([CH3:24])[C:18]=4[CH:19]=[C:20]([CH2:22][N:31]([CH2:32][CH:33]([OH:41])[CH2:34][C:35]2[CH:40]=[CH:39][CH:38]=[CH:37][CH:36]=2)[CH3:30])[CH:21]=3)=[O:9])=[CH:4][CH:3]=1, predict the reactants needed to synthesize it. The reactants are: [Cl:1][C:2]1[CH:29]=[CH:28][C:5]([CH2:6][NH:7][C:8]([C:10]2[C:11](=[O:27])[C:12]3[C:13]4[N:14]([CH:26]=2)[CH2:15][C:16](=[O:25])[N:17]([CH3:24])[C:18]=4[CH:19]=[C:20]([CH2:22]Cl)[CH:21]=3)=[O:9])=[CH:4][CH:3]=1.[CH3:30][NH:31][CH2:32][CH:33]([OH:41])[CH2:34][C:35]1[CH:40]=[CH:39][CH:38]=[CH:37][CH:36]=1.CN(C=O)C.C(N(C(C)C)CC)(C)C. (3) The reactants are: [Br:1][C:2]1[CH:11]=[C:10]2[C:5]([CH:6]=[CH:7][C:8](Cl)=[N:9]2)=[CH:4][CH:3]=1.[O:13]1CCOCC1. Given the product [Br:1][C:2]1[CH:11]=[C:10]2[C:5]([CH:6]=[CH:7][C:8](=[O:13])[NH:9]2)=[CH:4][CH:3]=1, predict the reactants needed to synthesize it. (4) Given the product [OH:14][CH2:13][C:12]1[S:11][C:10]([C:18]2[S:19][C:20]([CH3:23])=[CH:21][CH:22]=2)=[N:9][C:8]=1[CH3:7], predict the reactants needed to synthesize it. The reactants are: [H-].[Al+3].[Li+].[H-].[H-].[H-].[CH3:7][C:8]1[N:9]=[C:10]([C:18]2[S:19][C:20]([CH3:23])=[CH:21][CH:22]=2)[S:11][C:12]=1[C:13](OCC)=[O:14].O.[OH-].[Na+]. (5) The reactants are: [F:1][CH2:2][CH:3](O)[CH2:4][F:5].CCN(C(C)C)C(C)C.FC(F)(F)S(OS(C(F)(F)F)(=O)=O)(=O)=O.[C:31]([O:35][C:36](=[O:49])[NH:37][CH:38]1[CH:42]([C:43]2[CH:48]=[CH:47][CH:46]=[CH:45][CH:44]=2)[CH2:41][NH:40][CH2:39]1)([CH3:34])([CH3:33])[CH3:32]. Given the product [F:1][CH2:2][CH:3]([N:40]1[CH2:41][C@@H:42]([C:43]2[CH:48]=[CH:47][CH:46]=[CH:45][CH:44]=2)[C@H:38]([NH:37][C:36](=[O:49])[O:35][C:31]([CH3:33])([CH3:32])[CH3:34])[CH2:39]1)[CH2:4][F:5], predict the reactants needed to synthesize it.